This data is from CYP3A4 inhibition data for predicting drug metabolism from PubChem BioAssay. The task is: Regression/Classification. Given a drug SMILES string, predict its absorption, distribution, metabolism, or excretion properties. Task type varies by dataset: regression for continuous measurements (e.g., permeability, clearance, half-life) or binary classification for categorical outcomes (e.g., BBB penetration, CYP inhibition). Dataset: cyp3a4_veith. (1) The compound is CN1CCCC2(CCN(C(=O)c3ccco3)CC2)C1. The result is 0 (non-inhibitor). (2) The molecule is Cc1cccc(-c2c3c(=O)n(C)c(=O)n(C)c3cn2C2CCCCC2)c1. The result is 1 (inhibitor). (3) The compound is O=S(=O)(Nc1ccc2oc(-c3ccccc3)nc2c1)c1ccccc1. The result is 0 (non-inhibitor).